Dataset: Reaction yield outcomes from USPTO patents with 853,638 reactions. Task: Predict the reaction yield, written as a fraction of the theoretical maximum amount of product (1.0 means a 100% yield; for example, 0.34 means a 34% yield). The reactants are C([O:5]O)(C)(C)C.C([Li])CCC.[CH:12]1([NH:15][C:16](=[O:22])/[CH:17]=[CH:18]/[CH2:19][CH2:20][CH3:21])[CH2:14][CH2:13]1.S(S([O-])=O)([O-])=O.[Na+].[Na+]. The catalyst is O1CCCC1. The product is [CH:12]1([NH:15][C:16]([CH:17]2[CH:18]([CH2:19][CH2:20][CH3:21])[O:5]2)=[O:22])[CH2:14][CH2:13]1. The yield is 0.990.